This data is from Catalyst prediction with 721,799 reactions and 888 catalyst types from USPTO. The task is: Predict which catalyst facilitates the given reaction. (1) Reactant: [OH-].[K+].[NH:3]1[C:11]2[C:6](=[N:7][CH:8]=[CH:9][CH:10]=2)[CH:5]=[CH:4]1.O=[C:13]1[CH2:18][CH2:17][CH:16]([NH:19][C:20](=[O:26])[O:21][C:22]([CH3:25])([CH3:24])[CH3:23])[CH2:15][CH2:14]1. Product: [NH:3]1[C:11]2[C:6](=[N:7][CH:8]=[CH:9][CH:10]=2)[C:5]([C:13]2[CH2:18][CH2:17][CH:16]([NH:19][C:20](=[O:26])[O:21][C:22]([CH3:24])([CH3:23])[CH3:25])[CH2:15][CH:14]=2)=[CH:4]1. The catalyst class is: 5. (2) Reactant: [N+:1]([C:4]1[CH:9]=[CH:8][C:7]([CH2:10][C:11]#[N:12])=[CH:6][CH:5]=1)([O-:3])=[O:2].[C:13](Cl)(=[O:15])[CH3:14].CC#N. Product: [N+:1]([C:4]1[CH:5]=[CH:6][C:7]([CH:10]([C:13](=[O:15])[CH3:14])[C:11]#[N:12])=[CH:8][CH:9]=1)([O-:3])=[O:2]. The catalyst class is: 17. (3) Reactant: I[C:2]1[CH:11]=[C:10]2[C:5]([CH:6]=[C:7]([C:16]([O:18][CH2:19][CH3:20])=[O:17])[CH:8]([C:12]([F:15])([F:14])[F:13])[O:9]2)=[CH:4][CH:3]=1.[O:21]1[CH:25]=[CH:24][CH:23]=[C:22]1B(O)O.C([O-])([O-])=O.[K+].[K+]. Product: [O:21]1[CH:25]=[CH:24][CH:23]=[C:22]1[C:2]1[CH:11]=[C:10]2[C:5]([CH:6]=[C:7]([C:16]([O:18][CH2:19][CH3:20])=[O:17])[CH:8]([C:12]([F:15])([F:14])[F:13])[O:9]2)=[CH:4][CH:3]=1. The catalyst class is: 184. (4) Reactant: CN(C(ON1N=NC2C=CC=NC1=2)=[N+](C)C)C.F[P-](F)(F)(F)(F)F.[C:25]([N:28]1[C:37]2[C:32](=[CH:33][C:34]([NH2:38])=[CH:35][CH:36]=2)[C:31]([C:40]2[CH:45]=[CH:44][CH:43]=[CH:42][CH:41]=2)([CH3:39])[CH2:30][C:29]1([CH3:47])[CH3:46])(=[O:27])[CH3:26].[C:48]1([CH3:66])[CH:53]=[CH:52][C:51]([C:54]([O:56][C:57]2[CH:65]=[CH:64][CH:63]=[CH:62][C:58]=2[C:59](O)=[O:60])=[O:55])=[CH:50][CH:49]=1.C(N(CC)C(C)C)(C)C. Product: [C:25]([N:28]1[C:37]2[C:32](=[CH:33][C:34]([NH:38][C:59](=[O:60])[C:58]3[CH:62]=[CH:63][CH:64]=[CH:65][C:57]=3[O:56][C:54]([C:51]3[CH:50]=[CH:49][C:48]([CH3:66])=[CH:53][CH:52]=3)=[O:55])=[CH:35][CH:36]=2)[C:31]([C:40]2[CH:45]=[CH:44][CH:43]=[CH:42][CH:41]=2)([CH3:39])[CH2:30][C:29]1([CH3:47])[CH3:46])(=[O:27])[CH3:26]. The catalyst class is: 7. (5) Reactant: [F:1][C:2]1[C:11]2[O:10][CH2:9][CH:8]([N+:12]([O-])=O)[CH2:7][C:6]=2[C:5]([C:15]([NH2:17])=[O:16])=[CH:4][CH:3]=1.C1COCC1.O.NN. Product: [NH2:12][CH:8]1[CH2:7][C:6]2[C:5]([C:15]([NH2:17])=[O:16])=[CH:4][CH:3]=[C:2]([F:1])[C:11]=2[O:10][CH2:9]1. The catalyst class is: 171. (6) Reactant: [CH3:1][O:2][C:3]1[CH:12]=[C:11]2[C:6]([CH:7]=[CH:8][C:9](=[O:16])[N:10]2[CH2:13][CH:14]=O)=[N:5][CH:4]=1.[OH:17][C@@H:18]1[CH2:22][NH:21][CH2:20][C@@H:19]1[CH2:23][NH:24][C:25](=[O:34])[O:26][CH2:27][C:28]1[CH:33]=[CH:32][CH:31]=[CH:30][CH:29]=1.[O-]S([O-])(=O)=O.[Na+].[Na+].[BH-](OC(C)=O)(OC(C)=O)OC(C)=O.[Na+]. Product: [OH:17][C@@H:18]1[CH2:22][N:21]([CH2:14][CH2:13][N:10]2[C:11]3[C:6](=[N:5][CH:4]=[C:3]([O:2][CH3:1])[CH:12]=3)[CH:7]=[CH:8][C:9]2=[O:16])[CH2:20][C@@H:19]1[CH2:23][NH:24][C:25](=[O:34])[O:26][CH2:27][C:28]1[CH:33]=[CH:32][CH:31]=[CH:30][CH:29]=1. The catalyst class is: 254.